The task is: Predict the reaction yield, written as a fraction of the theoretical maximum amount of product (1.0 means a 100% yield; for example, 0.34 means a 34% yield).. This data is from Reaction yield outcomes from USPTO patents with 853,638 reactions. (1) The reactants are Br[C:2]1[O:3][C:4]([C:11]([O:13][CH2:14][CH3:15])=[O:12])=[C:5]([C:7]([F:10])([F:9])[F:8])[N:6]=1.[NH:16]1[CH2:21][CH2:20][CH2:19][CH2:18][CH2:17]1. The catalyst is FC(F)(F)C1C=CC=CC=1.CCOC(C)=O. The product is [N:16]1([C:2]2[O:3][C:4]([C:11]([O:13][CH2:14][CH3:15])=[O:12])=[C:5]([C:7]([F:10])([F:9])[F:8])[N:6]=2)[CH2:21][CH2:20][CH2:19][CH2:18][CH2:17]1. The yield is 0.880. (2) The reactants are [F:1][C:2]1[CH:11]=[CH:10][CH:9]=[C:8]2[C:3]=1[CH:4]=[CH:5][CH:6]=[C:7]2[NH:12]C(=O)C.[N+:16]([O-])([OH:18])=[O:17]. The catalyst is CC(O)=O. The product is [NH2:12][C:7]1[C:8]2[C:3](=[C:2]([F:1])[CH:11]=[CH:10][CH:9]=2)[C:4]([N+:16]([O-:18])=[O:17])=[CH:5][CH:6]=1. The yield is 0.270.